Dataset: Full USPTO retrosynthesis dataset with 1.9M reactions from patents (1976-2016). Task: Predict the reactants needed to synthesize the given product. (1) Given the product [Cl:12][C:8]1[CH:7]=[C:6]([C:5]2[C:19]3[C:14](=[CH:15][CH:16]=[C:17]([CH:20]([OH:21])[C:22]4[N:26]([CH2:27][C:28]5[CH:29]=[CH:30][C:31]([C:34]#[N:35])=[CH:32][CH:33]=5)[CH:25]=[N:24][CH:23]=4)[CH:18]=3)[NH:13][C:3](=[O:2])[CH:4]=2)[CH:11]=[CH:10][CH:9]=1, predict the reactants needed to synthesize it. The reactants are: C[O:2]/[C:3](=[N:13]/[C:14]1[CH:19]=[CH:18][C:17]([CH:20]([C:22]2[N:26]([CH2:27][C:28]3[CH:33]=[CH:32][C:31]([C:34]#[N:35])=[CH:30][CH:29]=3)[CH:25]=[N:24][CH:23]=2)[OH:21])=[CH:16][CH:15]=1)/[CH:4]=[CH:5]/[C:6]1[CH:11]=[CH:10][CH:9]=[C:8]([Cl:12])[CH:7]=1.C(Cl)Cl.CO.C([O-])([O-])=O.[K+].[K+]. (2) The reactants are: C([NH+](CC)CC)C.[N:8]([C@@H:11]1[C@@H:15]([CH2:16][P:17]([OH:20])(=[O:19])[OH:18])[O:14][C@@H:13]([N:21]2[CH:29]=[C:27]([CH3:28])[C:25](=[O:26])[NH:24][C:22]2=[O:23])[CH2:12]1)=[N+:9]=[N-:10].C(N1C=CN=C1)(N1C=CN=C1)=O.C([NH+](CCCC)CCCC)CCC.[O-:55][P:56]([NH:59][P:60]([O-])([O-:62])=[O:61])(=[O:58])[O-:57]. Given the product [CH3:28][C:27]1[C:25](=[O:26])[NH:24][C:22](=[O:23])[N:21]([C@@H:13]2[O:14][C@H:15]([CH2:16][P:17]([O:18][P:60]([OH:62])([NH:59][P:56]([OH:58])([OH:57])=[O:55])=[O:61])([OH:20])=[O:19])[C@@H:11]([N:8]=[N+:9]=[N-:10])[CH2:12]2)[CH:29]=1, predict the reactants needed to synthesize it. (3) Given the product [C:19]([O:1][CH2:2][CH2:3][NH:4][C:5]1[CH:10]=[CH:9][C:8]([F:11])=[C:7]([Cl:12])[CH:6]=1)([CH3:22])([CH3:21])[CH3:20], predict the reactants needed to synthesize it. The reactants are: [OH:1][CH2:2][CH2:3][NH:4][C:5]1[CH:10]=[CH:9][C:8]([F:11])=[C:7]([Cl:12])[CH:6]=1.C(N(C(C)C)C(=N)O[C:19]([CH3:22])([CH3:21])[CH3:20])(C)C. (4) Given the product [ClH:24].[NH2:16][C:13]1[N:14]=[CH:15][C:10]([CH2:9][P:4](=[O:5])([O:6][CH2:7][CH3:8])[O:3][CH2:1][CH3:2])=[N:11][CH:12]=1, predict the reactants needed to synthesize it. The reactants are: [CH2:1]([O:3][P:4]([CH2:9][C:10]1[N:11]=[CH:12][C:13]([NH:16]C(=O)OC(C)(C)C)=[N:14][CH:15]=1)([O:6][CH2:7][CH3:8])=[O:5])[CH3:2].[ClH:24].